Predict the product of the given reaction. From a dataset of Forward reaction prediction with 1.9M reactions from USPTO patents (1976-2016). (1) Given the reactants Br[C:2]1[CH:3]=[CH:4][C:5]([O:8][CH2:9][CH:10]2[CH2:15][CH2:14][N:13]([CH2:16][C:17]([CH2:21][CH3:22])([F:20])[CH2:18][CH3:19])[CH2:12][CH2:11]2)=[N:6][CH:7]=1.[CH2:23]([O:25][C:26]([C:28]1[CH:33]=[CH:32][C:31](B(O)O)=[CH:30][C:29]=1[F:37])=[O:27])[CH3:24].C([O-])([O-])=O.[Na+].[Na+], predict the reaction product. The product is: [CH2:18]([C:17]([F:20])([CH2:21][CH3:22])[CH2:16][N:13]1[CH2:14][CH2:15][CH:10]([CH2:9][O:8][C:5]2[N:6]=[CH:7][C:2]([C:31]3[CH:32]=[CH:33][C:28]([C:26]([O:25][CH2:23][CH3:24])=[O:27])=[C:29]([F:37])[CH:30]=3)=[CH:3][CH:4]=2)[CH2:11][CH2:12]1)[CH3:19]. (2) The product is: [NH:1]1[C:5]2[CH:6]=[CH:7][C:8]([N:10]3[CH:22]([C:21]4[CH:24]=[CH:25][C:18]([CH:15]5[CH2:16][CH2:17][C:12]([F:26])([F:11])[CH2:13][CH2:14]5)=[CH:19][CH:20]=4)[C:29](=[O:30])[CH2:28][C:27]3=[O:32])=[CH:9][C:4]=2[N:3]=[CH:2]1. Given the reactants [NH:1]1[C:5]2[CH:6]=[CH:7][C:8]([NH2:10])=[CH:9][C:4]=2[N:3]=[CH:2]1.[F:11][C:12]1([F:26])[CH2:17][CH2:16][CH:15]([C:18]2[CH:25]=[CH:24][C:21]([CH:22]=O)=[CH:20][CH:19]=2)[CH2:14][CH2:13]1.[C:27](OC(C)(C)C)(=[O:32])[CH2:28][C:29]([O-])=[O:30].C(=O)(OC)OC(C)(C)C[N+]#[C-].CC(C)([O-])C.[Na+], predict the reaction product. (3) Given the reactants [F:1][C:2]1[C:7]([O:8][CH3:9])=[CH:6][C:5]([O:10][CH3:11])=[C:4]([F:12])[C:3]=1[C:13]1[N:18]=[CH:17][C:16]2[C:19](I)=[N:20][N:21](C3CCCCO3)[C:15]=2[CH:14]=1.[OH:29][CH:30]([CH3:51])[CH2:31][N:32]1[CH2:40][C:39]2[C:34](=[CH:35][CH:36]=[C:37](B3OC(C)(C)C(C)(C)O3)[CH:38]=2)[C:33]1=[O:50], predict the reaction product. The product is: [F:1][C:2]1[C:7]([O:8][CH3:9])=[CH:6][C:5]([O:10][CH3:11])=[C:4]([F:12])[C:3]=1[C:13]1[N:18]=[CH:17][C:16]2[C:19]([C:37]3[CH:38]=[C:39]4[C:34](=[CH:35][CH:36]=3)[C:33](=[O:50])[N:32]([CH2:31][CH:30]([OH:29])[CH3:51])[CH2:40]4)=[N:20][NH:21][C:15]=2[CH:14]=1. (4) Given the reactants O[CH2:2][CH2:3][NH:4][C:5]1[CH:10]=[CH:9][CH:8]=[CH:7][CH:6]=1.[CH2:11]([OH:13])[CH3:12], predict the reaction product. The product is: [C:5]1([N:4]2[CH:3]=[CH:2][CH:12]=[CH:11][O:13]2)[CH:10]=[CH:9][CH:8]=[CH:7][CH:6]=1. (5) Given the reactants Cl[CH2:2][C:3]([N:5]([C:7]1[CH:12]=[CH:11][C:10]([N+:13]([O-:15])=[O:14])=[CH:9][C:8]=1[F:16])[CH3:6])=[O:4].C(P(C(C)(C)C)C1C=CC=CC=1C1C=CC=CC=1)(C)(C)C.C(N(CC)CC)C, predict the reaction product. The product is: [F:16][C:8]1[CH:9]=[C:10]([N+:13]([O-:15])=[O:14])[CH:11]=[C:12]2[C:7]=1[N:5]([CH3:6])[C:3](=[O:4])[CH2:2]2. (6) Given the reactants [N:1]1[CH:6]=[CH:5][CH:4]=[C:3]([CH2:7][C:8]2[CH:9]=[N:10][CH:11]=[CH:12][CH:13]=2)[CH:2]=1.[Li+].CC([N-]C(C)C)C.[Br:22][C:23]1[CH:28]=[CH:27][CH:26]=[C:25]([C:29](OC)=[O:30])[N:24]=1, predict the reaction product. The product is: [Br:22][C:23]1[N:24]=[C:25]([C:29](=[O:30])[CH:7]([C:8]2[CH:9]=[N:10][CH:11]=[CH:12][CH:13]=2)[C:3]2[CH:2]=[N:1][CH:6]=[CH:5][CH:4]=2)[CH:26]=[CH:27][CH:28]=1. (7) Given the reactants [Br:1][C:2]1[CH:7]=[CH:6][C:5]([C:8](=[O:24])[CH2:9][C:10]([C:16]2[CH:21]=[C:20]([Cl:22])[CH:19]=[C:18]([Cl:23])[CH:17]=2)(O)[C:11]([F:14])([F:13])[F:12])=[CH:4][C:3]=1[CH3:25].C1(C)C=CC=CC=1.C(OC(=O)C)(=O)C, predict the reaction product. The product is: [Br:1][C:2]1[CH:7]=[CH:6][C:5]([C:8](=[O:24])[CH:9]=[C:10]([C:16]2[CH:17]=[C:18]([Cl:23])[CH:19]=[C:20]([Cl:22])[CH:21]=2)[C:11]([F:13])([F:14])[F:12])=[CH:4][C:3]=1[CH3:25]. (8) Given the reactants [NH2:1][C:2]1[S:3][CH:4]=[CH:5][N:6]=1.[CH3:7][C:8]1[CH:13]=[CH:12][CH:11]=[C:10]([CH3:14])[C:9]=1[N+:15]#[C-:16].[N:17]1[CH:22]=[CH:21][C:20]([CH:23]=O)=[CH:19][CH:18]=1, predict the reaction product. The product is: [CH3:7][C:8]1[CH:13]=[CH:12][CH:11]=[C:10]([CH3:14])[C:9]=1[NH:15][C:16]1[N:6]2[C:2]([S:3][CH:4]=[CH:5]2)=[N:1][C:23]=1[C:20]1[CH:21]=[CH:22][N:17]=[CH:18][CH:19]=1. (9) Given the reactants [H-].[Na+].CN(C)C=O.[C:8]1([CH:15]=[CH:14][C:12]([OH:13])=[CH:11][CH:10]=1)[OH:9].[C:16]([C:18]1[CH:23]=[CH:22][C:21]([CH2:24][CH2:25][N:26]2[CH2:33][CH2:32][C:29]3([CH2:31][O:30]3)[CH2:28][CH2:27]2)=[CH:20][CH:19]=1)#[N:17], predict the reaction product. The product is: [C:16]([C:18]1[CH:19]=[CH:20][C:21]([CH2:24][CH2:25][N:26]2[CH2:33][CH2:32][C:29]([CH2:31][O:9][C:8]3[CH:15]=[CH:14][C:12]([OH:13])=[CH:11][CH:10]=3)([OH:30])[CH2:28][CH2:27]2)=[CH:22][CH:23]=1)#[N:17]. (10) The product is: [Cl:14][C:6]1[CH:7]=[C:8]([C:10]([F:13])([F:12])[F:11])[CH:9]=[C:4]([Cl:3])[C:5]=1[N:15]1[C:19]([N:20]([C:37]([O:39][CH2:40][CH3:41])=[O:38])[CH2:21][CH2:22][CH2:23][S:24][CH2:25][CH3:26])=[C:18]([S:27]([C:30]([F:33])([F:32])[F:31])(=[O:28])=[O:29])[C:17]([C:34]#[N:35])=[N:16]1. Given the reactants [H-].[Na+].[Cl:3][C:4]1[CH:9]=[C:8]([C:10]([F:13])([F:12])[F:11])[CH:7]=[C:6]([Cl:14])[C:5]=1[N:15]1[C:19]([NH:20][CH2:21][CH2:22][CH2:23][S:24][CH2:25][CH3:26])=[C:18]([S:27]([C:30]([F:33])([F:32])[F:31])(=[O:29])=[O:28])[C:17]([C:34]#[N:35])=[N:16]1.Cl[C:37]([O:39][CH2:40][CH3:41])=[O:38].[Cl-].[NH4+], predict the reaction product.